Dataset: Reaction yield outcomes from USPTO patents with 853,638 reactions. Task: Predict the reaction yield, written as a fraction of the theoretical maximum amount of product (1.0 means a 100% yield; for example, 0.34 means a 34% yield). (1) The reactants are [Cl:1][C:2]1[N:7]=[CH:6][C:5]([NH2:8])=[CH:4][CH:3]=1.CCN(CC)CC.[CH3:16][C:17]([O:20][C:21](O[C:21]([O:20][C:17]([CH3:19])([CH3:18])[CH3:16])=[O:22])=[O:22])([CH3:19])[CH3:18]. The catalyst is CN(C1C=CN=CC=1)C.C(Cl)Cl. The product is [Cl:1][C:2]1[N:7]=[CH:6][C:5]([NH:8][C:21](=[O:22])[O:20][C:17]([CH3:19])([CH3:18])[CH3:16])=[CH:4][CH:3]=1. The yield is 0.760. (2) The reactants are [Cl:1][C:2]1[CH:10]=[CH:9][CH:8]=[C:7]2[C:3]=1[C:4]([C:11]([NH:13][CH2:14][CH:15]1[CH2:20][CH2:19][C:18]([F:22])([F:21])[CH2:17][CH2:16]1)=[O:12])=[CH:5][NH:6]2.Br[CH2:24][C:25]([F:28])([F:27])[F:26].C([O-])([O-])=O.[Cs+].[Cs+]. The catalyst is CN(C=O)C.CCOC(C)=O. The product is [Cl:1][C:2]1[CH:10]=[CH:9][CH:8]=[C:7]2[C:3]=1[C:4]([C:11]([NH:13][CH2:14][CH:15]1[CH2:20][CH2:19][C:18]([F:21])([F:22])[CH2:17][CH2:16]1)=[O:12])=[CH:5][N:6]2[CH2:24][C:25]([F:28])([F:27])[F:26]. The yield is 0.330. (3) The reactants are [CH3:1][S:2](Cl)(=[O:4])=[O:3].[C:6]([O:10][C:11]([N:13]1[CH2:18][CH2:17][N:16]([CH2:19][CH2:20][NH2:21])[CH2:15][CH2:14]1)=[O:12])([CH3:9])([CH3:8])[CH3:7]. The catalyst is N1C=CC=CC=1. The product is [C:6]([O:10][C:11]([N:13]1[CH2:14][CH2:15][N:16]([CH2:19][CH2:20][NH:21][S:2]([CH3:1])(=[O:4])=[O:3])[CH2:17][CH2:18]1)=[O:12])([CH3:9])([CH3:8])[CH3:7]. The yield is 0.700. (4) The reactants are [C:1]([CH2:3][C:4]1[C:5]([C:18]2[CH:23]=[CH:22][CH:21]=[CH:20][CH:19]=2)=[N:6][C:7]2[C:12]([C:13]=1[C:14]([O:16]C)=[O:15])=[CH:11][CH:10]=[CH:9][CH:8]=2)#[N:2].O.[OH-].[Li+].C(O)(=O)CC(CC(O)=O)(C(O)=O)O. The catalyst is C1COCC1.O. The product is [C:1]([CH2:3][C:4]1[C:5]([C:18]2[CH:23]=[CH:22][CH:21]=[CH:20][CH:19]=2)=[N:6][C:7]2[C:12]([C:13]=1[C:14]([OH:16])=[O:15])=[CH:11][CH:10]=[CH:9][CH:8]=2)#[N:2]. The yield is 0.789. (5) The reactants are [CH3:1][C:2]1[C:16](=[O:17])[N:15]=[C:14]2[N:4]([C@@H:5]3[O:9][C@H:8]([CH2:10][OH:11])[C@@H:7]([OH:12])[C@@H:6]3[O:13]2)[CH:3]=1.[CH3:18][O:19][CH2:20][CH2:21][O:22]B([O:22][CH2:21][CH2:20][O:19][CH3:18])[O:22][CH2:21][CH2:20][O:19][CH3:18]. The catalyst is COCCO. The product is [CH3:18][O:19][CH2:20][CH2:21][O:22][C@@H:6]1[C@H:7]([OH:12])[C@@H:8]([CH2:10][OH:11])[O:9][C@H:5]1[N:4]1[CH:3]=[C:2]([CH3:1])[C:16](=[O:17])[NH:15][C:14]1=[O:13]. The yield is 0.630. (6) The reactants are Cl.C(O[C:7](=[O:50])[NH:8][C@H:9]([C:36]1[CH:41]=[CH:40][C:39]([O:42][CH2:43][CH2:44][O:45]C(C)(C)C)=[CH:38][CH:37]=1)[C:10](=[O:35])[NH:11][C@H:12]([C:21]1[NH:22][C:23]([C:27]2[CH:32]=[CH:31][C:30]([I:33])=[CH:29][C:28]=2[F:34])=[C:24]([Cl:26])[N:25]=1)[C@H:13]([C:15]1[CH:20]=[CH:19][CH:18]=[CH:17][CH:16]=1)[CH3:14])(C)(C)C.C(N(CC)CC)C.Cl[Si](C)(C)C.O=C(Cl)OC(Cl)(Cl)Cl. The catalyst is O1CCOCC1.C1(C)C=CC=CC=1.O1CCCC1.O. The product is [Cl:26][C:24]1[N:25]=[C:21]([C@@H:12]([N:11]2[C:10](=[O:35])[C@@H:9]([C:36]3[CH:37]=[CH:38][C:39]([O:42][CH2:43][CH2:44][OH:45])=[CH:40][CH:41]=3)[NH:8][C:7]2=[O:50])[C@H:13]([C:15]2[CH:20]=[CH:19][CH:18]=[CH:17][CH:16]=2)[CH3:14])[NH:22][C:23]=1[C:27]1[CH:32]=[CH:31][C:30]([I:33])=[CH:29][C:28]=1[F:34]. The yield is 0.620. (7) The reactants are [CH2:1]([O:3][C:4]([C:6]1[C:14]2[CH2:13][CH2:12][C:11](=CN(C)C)[C:10](=O)[C:9]=2[N:8]([CH3:20])[N:7]=1)=[O:5])[CH3:2].[C:21]([O-])(=O)C.[K+].S(O)(O)(=O)=O.[CH3:31][NH:32][C:33](=[NH:35])[SH:34]. The catalyst is CN(C)C=O. The product is [CH3:20][N:8]1[C:9]2[C:10]3[N:35]=[C:33]([S:34][CH3:21])[N:32]=[CH:31][C:11]=3[CH2:12][CH2:13][C:14]=2[C:6]([C:4]([O:3][CH2:1][CH3:2])=[O:5])=[N:7]1. The yield is 0.740. (8) The catalyst is C1COCC1. The product is [Br:1][C:2]1[C:3]([CH3:15])=[N:4][O:5][C:6]=1[C:7]1([C:10]([OH:12])=[O:11])[CH2:9][CH2:8]1. The yield is 0.940. The reactants are [Br:1][C:2]1[C:3]([CH3:15])=[N:4][O:5][C:6]=1[C:7]1([C:10]([O:12]CC)=[O:11])[CH2:9][CH2:8]1.[OH-].[Na+]. (9) The reactants are [F:1][C:2]([F:12])([F:11])[C:3]1[CH:4]=[C:5]([NH2:10])[CH:6]=[C:7]([NH2:9])[CH:8]=1.[Cl:13][CH2:14][CH2:15][CH2:16][C:17](O)=[O:18].ON1C2C=CC=CC=2N=N1.C(N(C(C)C)CC)(C)C. The catalyst is ClCCl. The product is [NH2:9][C:7]1[CH:6]=[C:5]([NH:10][C:17](=[O:18])[CH2:16][CH2:15][CH2:14][Cl:13])[CH:4]=[C:3]([C:2]([F:11])([F:12])[F:1])[CH:8]=1. The yield is 0.520.